The task is: Binary Classification. Given a drug SMILES string, predict its activity (active/inactive) in a high-throughput screening assay against a specified biological target.. This data is from Orexin1 receptor HTS with 218,158 compounds and 233 confirmed actives. The molecule is Clc1c(CO\N=C\c2cc([N+]([O-])=O)c(N3CCOCC3)cc2)c(Cl)ccc1. The result is 0 (inactive).